Dataset: Reaction yield outcomes from USPTO patents with 853,638 reactions. Task: Predict the reaction yield, written as a fraction of the theoretical maximum amount of product (1.0 means a 100% yield; for example, 0.34 means a 34% yield). (1) The reactants are [CH2:1]([CH2:3][NH2:4])[OH:2].[H-].[Na+].[Cl:7][C:8]1[CH:13]=[CH:12][CH:11]=[C:10](Cl)[N:9]=1.C(Cl)Cl. The catalyst is O1CCOCC1. The product is [Cl:7][C:8]1[N:9]=[C:10]([O:2][CH2:1][CH2:3][NH2:4])[CH:11]=[CH:12][CH:13]=1. The yield is 0.650. (2) The reactants are [OH:1][CH2:2][C:3]1[CH:4]=[C:5]([C:9]2[C:14]([CH3:15])=[C:13]([CH3:16])[C:12]([OH:17])=[C:11]([CH3:18])[C:10]=2[CH3:19])[CH:6]=[CH:7][CH:8]=1.CC1C=CC(S(O[CH2:31][CH2:32][CH2:33][S:34]([CH3:37])(=[O:36])=[O:35])(=O)=O)=CC=1.C(=O)([O-])[O-].[K+].[K+].O. The catalyst is CN(C)C=O. The product is [CH3:19][C:10]1[C:11]([CH3:18])=[C:12]([O:17][CH2:31][CH2:32][CH2:33][S:34]([CH3:37])(=[O:36])=[O:35])[C:13]([CH3:16])=[C:14]([CH3:15])[C:9]=1[C:5]1[CH:6]=[CH:7][CH:8]=[C:3]([CH2:2][OH:1])[CH:4]=1. The yield is 0.850. (3) The reactants are C1(S([N:10]2[C:14]3=[N:15][CH:16]=[C:17]([C:19]4[CH:24]=[CH:23][C:22]([N:25]([CH3:27])[CH3:26])=[CH:21][CH:20]=4)[CH:18]=[C:13]3[C:12]([C:28]#[N:29])=[CH:11]2)(=O)=O)C=CC=CC=1.[OH-].[Na+]. The catalyst is CCO. The product is [CH3:26][N:25]([CH3:27])[C:22]1[CH:21]=[CH:20][C:19]([C:17]2[CH:18]=[C:13]3[C:12]([C:28]#[N:29])=[CH:11][NH:10][C:14]3=[N:15][CH:16]=2)=[CH:24][CH:23]=1. The yield is 0.360. (4) The reactants are Cl[C:2]1[CH:3]=[C:4]([C:9]2[N:13]3[C:14]4[N:22]=[C:21]([O:23][CH3:24])[CH:20]=[CH:19][C:15]=4[N:16]=[C:17]([CH3:18])[C:12]3=[C:11]([CH3:25])[N:10]=2)[CH:5]=[C:6](Cl)[CH:7]=1.[F:26][C:27]([F:39])([F:38])[O:28]C1C=CC(B(O)O)=CC=1.C([O-])([O-])=O.[K+].[K+]. The catalyst is C1C=CC([P]([Pd]([P](C2C=CC=CC=2)(C2C=CC=CC=2)C2C=CC=CC=2)([P](C2C=CC=CC=2)(C2C=CC=CC=2)C2C=CC=CC=2)[P](C2C=CC=CC=2)(C2C=CC=CC=2)C2C=CC=CC=2)(C2C=CC=CC=2)C2C=CC=CC=2)=CC=1. The product is [CH3:24][O:23][C:21]1[CH:20]=[CH:19][C:15]2[N:16]=[C:17]([CH3:18])[C:12]3[N:13]([C:9]([C:4]4[CH:5]=[CH:6][C:7]([O:28][C:27]([F:39])([F:38])[F:26])=[CH:2][CH:3]=4)=[N:10][C:11]=3[CH3:25])[C:14]=2[N:22]=1. The yield is 0.660. (5) The reactants are [CH3:1][N:2]([CH3:9])[C:3]([NH:5][C:6](=[NH:8])[NH2:7])=[NH:4].[C:10]([OH:19])(=[O:18])[C:11]1[C:12](=[CH:14][CH:15]=[CH:16][CH:17]=1)[OH:13]. The catalyst is C(#N)C. The product is [C:10]([O-:19])(=[O:18])[C:11]1[C:12](=[CH:14][CH:15]=[CH:16][CH:17]=1)[OH:13].[NH2:8][C:6]([NH:5][C:3]([N:2]([CH3:9])[CH3:1])=[NH2+:4])=[NH:7]. The yield is 0.820. (6) The reactants are [C:1]([O:5][C:6]([NH:8][C:9]1[CH:13]=[C:12]([Cl:14])[NH:11][C:10]=1[C:15]([O:17][CH2:18][CH3:19])=[O:16])=[O:7])([CH3:4])([CH3:3])[CH3:2].[CH:20](O)([CH3:22])[CH3:21].[C:24]([NH:27][C:28]1[S:29][C:30](C2C=CC(B(O)O)=CC=2)=[CH:31][N:32]=1)(=[O:26])[CH3:25].C(N([CH2:47][CH3:48])CC)C.[CH2:49](Cl)Cl. The catalyst is C([O-])(=O)C.[Cu+2].C([O-])(=O)C. The product is [C:24]([NH:27][C:28]1[S:29][CH:30]=[C:31]([C:20]2[CH:22]=[CH:48][C:47]([N:11]3[C:12]([Cl:14])=[CH:13][C:9]([NH:8][C:6]([O:5][C:1]([CH3:4])([CH3:3])[CH3:2])=[O:7])=[C:10]3[C:15]([O:17][CH2:18][CH3:19])=[O:16])=[CH:49][CH:21]=2)[N:32]=1)(=[O:26])[CH3:25]. The yield is 0.570. (7) The reactants are [Cl-].[CH3:2][O:3][C:4]1[CH:9]=[CH:8][C:7]([S+:10]2[C:14]3[CH:15]=[CH:16][CH:17]=[CH:18][C:13]=3[C:12]3[CH:19]=[CH:20][CH:21]=[CH:22][C:11]2=3)=[CH:6][C:5]=1[CH2:23][C:24]([O:26][CH2:27][C:28]([O:30][C:31]1([CH3:41])[CH:38]2[CH2:39][CH:34]3[CH2:35][CH:36]([CH2:40][CH:32]1[CH2:33]3)[CH2:37]2)=[O:29])=[O:25].[OH:42][C:43]12[CH2:52][CH:47]3[CH2:48][CH:49]([CH2:51][CH:45]([CH2:46]3)[CH2:44]1)[CH2:50]2.[Na].C(O[CH:58]([CH3:69])[C:59]([F:68])([F:67])[C:60]([F:66])([F:65])[S:61]([O-:64])(=[O:63])=[O:62])(=O)C.O. The catalyst is C(Cl)Cl. The product is [F:66][C:60]([F:65])([S:61]([O-:64])(=[O:62])=[O:63])[C:59]([F:67])([F:68])[CH2:58][CH2:69][O:26][C:24]([C:47]12[CH2:48][CH:49]3[CH2:51][CH:45]([CH2:44][C:43]([OH:42])([CH2:50]3)[CH2:52]1)[CH2:46]2)=[O:25].[CH3:2][O:3][C:4]1[CH:9]=[CH:8][C:7]([S+:10]2[C:14]3[CH:15]=[CH:16][CH:17]=[CH:18][C:13]=3[C:12]3[CH:19]=[CH:20][CH:21]=[CH:22][C:11]2=3)=[CH:6][C:5]=1[CH2:23][C:24]([O:26][CH2:27][C:28]([O:30][C:31]1([CH3:41])[CH:32]2[CH2:33][CH:34]3[CH2:35][CH:36]([CH2:37][CH:38]1[CH2:39]3)[CH2:40]2)=[O:29])=[O:25]. The yield is 0.810. (8) The reactants are CO[C:3]1[C:8]([C:9]([C:11](=[C:17](SC)SC)[C:12]([O:14][CH2:15][CH3:16])=[O:13])=[O:10])=[CH:7][N:6]=[C:5]([S:22][CH3:23])[N:4]=1.[NH2:24][C:25]1[CH:34]=[CH:33][CH:32]=[CH:31][C:26]=1[C:27]([NH:29][CH3:30])=[O:28]. The catalyst is C1(C)C=CC=CC=1. The product is [CH2:15]([O:14][C:12]([C:11]1[C:9](=[O:10])[C:8]2[CH:7]=[N:6][C:5]([S:22][CH3:23])=[N:4][C:3]=2[N:24]2[C:17]=1[N:29]([CH3:30])[C:27](=[O:28])[C:26]1[CH:31]=[CH:32][CH:33]=[CH:34][C:25]2=1)=[O:13])[CH3:16]. The yield is 0.0400. (9) The reactants are CB1OB(C)OB(C)O1.Br[C:11]1[C:19]2[C:14](=[N:15][CH:16]=[C:17]([C:20]3[CH:21]=[C:22]([CH:27]=[CH:28][CH:29]=3)[C:23]([O:25][CH3:26])=[O:24])[CH:18]=2)[O:13][C:12]=1[C:30]1[CH:35]=[CH:34][C:33]([F:36])=[CH:32][CH:31]=1.[C:37](=O)([O-])[O-].[Na+].[Na+].[N+](=C[Si](C)(C)C)=[N-]. The catalyst is CN(C=O)C.O.CCOC(C)=O.C1C=CC([P]([Pd]([P](C2C=CC=CC=2)(C2C=CC=CC=2)C2C=CC=CC=2)([P](C2C=CC=CC=2)(C2C=CC=CC=2)C2C=CC=CC=2)[P](C2C=CC=CC=2)(C2C=CC=CC=2)C2C=CC=CC=2)(C2C=CC=CC=2)C2C=CC=CC=2)=CC=1. The product is [F:36][C:33]1[CH:34]=[CH:35][C:30]([C:12]2[O:13][C:14]3=[N:15][CH:16]=[C:17]([C:20]4[CH:21]=[C:22]([CH:27]=[CH:28][CH:29]=4)[C:23]([O:25][CH3:26])=[O:24])[CH:18]=[C:19]3[C:11]=2[CH3:37])=[CH:31][CH:32]=1. The yield is 0.530. (10) The product is [C:11]1([C:7]2[S:6][C:5]3[C:3](=[O:4])[O:2][C:1](=[O:20])[NH:10][C:9]=3[CH:8]=2)[CH:16]=[CH:15][CH:14]=[CH:13][CH:12]=1. The catalyst is O. The reactants are [CH3:1][O:2][C:3]([C:5]1[S:6][C:7]([C:11]2[CH:16]=[CH:15][CH:14]=[CH:13][CH:12]=2)=[CH:8][C:9]=1[NH2:10])=[O:4].[OH-].[K+].C(Cl)(Cl)=[O:20]. The yield is 0.650.